Dataset: Catalyst prediction with 721,799 reactions and 888 catalyst types from USPTO. Task: Predict which catalyst facilitates the given reaction. Reactant: [NH2:1][C:2]1[N:7]=[C:6]([C:8]2[CH:13]=[CH:12][C:11]([O:14]C)=[CH:10][CH:9]=2)[C:5]([C:16]2[CH:17]=[CH:18][C:19](=[O:25])[N:20]([CH:22]([CH3:24])[CH3:23])[N:21]=2)=[CH:4][N:3]=1.O.[OH-].[Na+]. Product: [NH2:1][C:2]1[N:7]=[C:6]([C:8]2[CH:9]=[CH:10][C:11]([OH:14])=[CH:12][CH:13]=2)[C:5]([C:16]2[CH:17]=[CH:18][C:19](=[O:25])[N:20]([CH:22]([CH3:23])[CH3:24])[N:21]=2)=[CH:4][N:3]=1. The catalyst class is: 2.